From a dataset of Forward reaction prediction with 1.9M reactions from USPTO patents (1976-2016). Predict the product of the given reaction. Given the reactants [C:1]1([CH2:7][CH2:8][C:9]([N:11]2[CH2:16][CH2:15][CH:14]([CH2:17][N:18]3[C:26]4[C:21](=[CH:22][C:23]([C:27]5[N:28]=[N:29][N:30]([CH2:32][Si](C)(C)C)[CH:31]=5)=[CH:24][CH:25]=4)[CH:20]=[CH:19]3)[CH2:13][CH2:12]2)=[O:10])[CH:6]=[CH:5][CH:4]=[CH:3][CH:2]=1.CCCC[N+](CCCC)(CCCC)CCCC.[F-].C(OCC)(=O)C.O, predict the reaction product. The product is: [CH3:32][N:30]1[CH:31]=[C:27]([C:23]2[CH:22]=[C:21]3[C:26](=[CH:25][CH:24]=2)[N:18]([CH2:17][CH:14]2[CH2:15][CH2:16][N:11]([C:9](=[O:10])[CH2:8][CH2:7][C:1]4[CH:2]=[CH:3][CH:4]=[CH:5][CH:6]=4)[CH2:12][CH2:13]2)[CH:19]=[CH:20]3)[N:28]=[N:29]1.